This data is from Forward reaction prediction with 1.9M reactions from USPTO patents (1976-2016). The task is: Predict the product of the given reaction. (1) Given the reactants [Cl:1][C:2]1[CH:3]=[C:4]([CH:29]=[C:30]([Cl:32])[CH:31]=1)[CH2:5][N:6]1[CH:10]=[CH:9][N:8]=[C:7]1[CH2:11][N:12]([CH2:21][C:22]1[CH:27]=[CH:26][CH:25]=[C:24]([F:28])[CH:23]=1)[CH2:13][CH2:14][N:15]1[CH2:20][CH2:19][NH:18][CH2:17][CH2:16]1.[CH3:33][C:34](OC(C)=O)=[O:35].C([O-])(O)=O.[Na+], predict the reaction product. The product is: [Cl:1][C:2]1[CH:3]=[C:4]([CH:29]=[C:30]([Cl:32])[CH:31]=1)[CH2:5][N:6]1[CH:10]=[CH:9][N:8]=[C:7]1[CH2:11][N:12]([CH2:21][C:22]1[CH:27]=[CH:26][CH:25]=[C:24]([F:28])[CH:23]=1)[CH2:13][CH2:14][N:15]1[CH2:16][CH2:17][N:18]([C:34](=[O:35])[CH3:33])[CH2:19][CH2:20]1. (2) Given the reactants [NH2:1][CH2:2][CH2:3][CH2:4][CH2:5][N:6]1[C:18]2[C:17]3[CH:16]=[CH:15][CH:14]=[CH:13][C:12]=3[N:11]=[C:10]([NH2:19])[C:9]=2[N:8]=[C:7]1[C:20]1[CH:25]=[CH:24][CH:23]=[CH:22][CH:21]=1.Cl.[C:27](Cl)(=[O:34])[C:28]1[CH:33]=[CH:32][CH:31]=[N:30][CH:29]=1, predict the reaction product. The product is: [NH2:19][C:10]1[C:9]2[N:8]=[C:7]([C:20]3[CH:25]=[CH:24][CH:23]=[CH:22][CH:21]=3)[N:6]([CH2:5][CH2:4][CH2:3][CH2:2][NH:1][C:27](=[O:34])[C:28]3[CH:33]=[CH:32][CH:31]=[N:30][CH:29]=3)[C:18]=2[C:17]2[CH:16]=[CH:15][CH:14]=[CH:13][C:12]=2[N:11]=1. (3) Given the reactants [C:1]([O:11][CH3:12])(=[O:10])/[CH:2]=[CH:3]/[C:4]1[CH:9]=[CH:8][CH:7]=[CH:6][CH:5]=1.C(O[CH2:17][C:18]([CH2:20][Si](C)(C)C)=[CH2:19])(=O)C, predict the reaction product. The product is: [CH2:17]=[C:18]1[CH2:20][C@@H:2]([C:1]([O:11][CH3:12])=[O:10])[C@H:3]([C:4]2[CH:5]=[CH:6][CH:7]=[CH:8][CH:9]=2)[CH2:19]1. (4) The product is: [CH3:38][O:33][C:31](=[O:32])[C:30]1[CH:34]=[CH:35][CH:36]=[CH:37][C:29]=1[NH:18][C:14]1[CH:13]=[C:12]2[C:17]([C:9]([C:8]#[C:7][C:2]3[CH:3]=[CH:4][CH:5]=[CH:6][N:1]=3)=[N:10][N:11]2[CH2:19][O:20][CH2:21][CH2:22][Si:23]([CH3:24])([CH3:26])[CH3:25])=[CH:16][CH:15]=1. Given the reactants [N:1]1[CH:6]=[CH:5][CH:4]=[CH:3][C:2]=1[C:7]#[C:8][C:9]1[C:17]2[C:12](=[CH:13][C:14]([NH2:18])=[CH:15][CH:16]=2)[N:11]([CH2:19][O:20][CH2:21][CH2:22][Si:23]([CH3:26])([CH3:25])[CH3:24])[N:10]=1.BrC[C:29]1[CH:37]=[CH:36][CH:35]=[CH:34][C:30]=1[C:31]([O-:33])=[O:32].[C:38]1(C2C=CC=CC=2)C=CC=CC=1P(C1CCCCC1)C1CCCCC1.[O-]P([O-])([O-])=O.[K+].[K+].[K+], predict the reaction product. (5) Given the reactants [OH-].[Na+].[Cl:3][C:4]1[CH:16]=[C:15]([C:17]([F:20])([F:19])[F:18])[CH:14]=[CH:13][C:5]=1[O:6][CH2:7][C:8]([O:10]CC)=[O:9], predict the reaction product. The product is: [Cl:3][C:4]1[CH:16]=[C:15]([C:17]([F:18])([F:20])[F:19])[CH:14]=[CH:13][C:5]=1[O:6][CH2:7][C:8]([OH:10])=[O:9].